Dataset: Forward reaction prediction with 1.9M reactions from USPTO patents (1976-2016). Task: Predict the product of the given reaction. (1) Given the reactants [Cl:1][C:2]1[C:10]2[N:9]=[C:8]([NH:11][C:12]3[C:13]([CH3:19])=[N:14][N:15]([CH3:18])[C:16]=3[CH3:17])[N:7]([CH2:20][CH2:21][CH2:22][CH2:23]O)[C:6]=2[C:5]([CH:25]([CH2:28][CH3:29])[CH2:26][CH3:27])=[CH:4][CH:3]=1.CS(Cl)(=O)=O.O1CCCC1.C(=O)(O)[O-].[Na+].C(=O)([O-])[O-].[K+].[K+], predict the reaction product. The product is: [Cl:1][C:2]1[C:10]2[N:9]=[C:8]3[N:11]([C:12]4[C:13]([CH3:19])=[N:14][N:15]([CH3:18])[C:16]=4[CH3:17])[CH2:23][CH2:22][CH2:21][CH2:20][N:7]3[C:6]=2[C:5]([CH:25]([CH2:28][CH3:29])[CH2:26][CH3:27])=[CH:4][CH:3]=1. (2) The product is: [CH2:11]([N:8]1[CH:7]=[C:6]2[C:10]([C:2]([Cl:1])=[CH:3][CH:4]=[CH:5]2)=[N:9]1)[CH2:12][C:13]#[CH:14]. Given the reactants [Cl:1][C:2]1[C:10]2[C:6](=[CH:7][N:8]([CH2:11][CH2:12][C:13]#[C:14][Si](C)(C)C)[N:9]=2)[CH:5]=[CH:4][CH:3]=1.ClC1C=CC=C2C=1N(CCC#C[Si](C)(C)C)N=C2, predict the reaction product. (3) The product is: [NH2:1][CH2:4][CH:5]([C:7]1[CH:12]=[CH:11][CH:10]=[C:9]([O:13][CH3:14])[CH:8]=1)[OH:6]. Given the reactants [N+:1]([CH2:4][CH:5]([C:7]1[CH:12]=[CH:11][CH:10]=[C:9]([O:13][CH3:14])[CH:8]=1)[OH:6])([O-])=O, predict the reaction product. (4) Given the reactants [Cl:1][C:2]1[CH:21]=[CH:20][C:5]2[O:6][C:7]3[CH:19]=[CH:18][CH:17]=[CH:16][C:8]=3[C:9]3[CH2:13][N:12]([CH3:14])[C:11](=[O:15])[C:10]=3[C:4]=2[CH:3]=1.[Mg].O.Cl, predict the reaction product. The product is: [Cl:1][C:2]1[CH:21]=[CH:20][C:5]2[O:6][C:7]3[CH:19]=[CH:18][CH:17]=[CH:16][C:8]=3[C@H:9]3[CH2:13][N:12]([CH3:14])[C:11](=[O:15])[C@@H:10]3[C:4]=2[CH:3]=1. (5) Given the reactants [C:1]1([CH3:12])[CH:6]=[CH:5][C:4]([O:7][CH2:8][C:9]([Cl:11])=[O:10])=[CH:3][CH:2]=1.[C:13]1(C)C=CC(O[C@@H](C)C(O)=O)=CC=1.O=S(Cl)Cl, predict the reaction product. The product is: [C:1]1([CH3:12])[CH:6]=[CH:5][C:4]([O:7][C@@H:8]([CH3:13])[C:9]([Cl:11])=[O:10])=[CH:3][CH:2]=1. (6) Given the reactants [CH:1]1([C:6]([OH:8])=O)[CH2:5][CH2:4][CH2:3][CH2:2]1.Cl.CN(C)CCCN=C=NCC.O.ON1C2C=CC=CC=2N=N1.[C:32]([O:36][C:37]([N:39]1[C@@H:44]([C@@H:45]([OH:57])[C@@H:46]([NH2:56])[CH2:47][C:48]2[CH:53]=[C:52]([F:54])[CH:51]=[C:50]([F:55])[CH:49]=2)[CH2:43][O:42][C@@H:41]([O:58][CH2:59][C:60]([CH3:63])([CH3:62])[CH3:61])[CH2:40]1)=[O:38])([CH3:35])([CH3:34])[CH3:33].C(N(CC)CC)C, predict the reaction product. The product is: [C:32]([O:36][C:37]([N:39]1[C@@H:44]([C@@H:45]([OH:57])[C@@H:46]([NH:56][C:6]([CH:1]2[CH2:2][CH2:3][CH2:4][CH2:5]2)=[O:8])[CH2:47][C:48]2[CH:49]=[C:50]([F:55])[CH:51]=[C:52]([F:54])[CH:53]=2)[CH2:43][O:42][C@@H:41]([O:58][CH2:59][C:60]([CH3:63])([CH3:62])[CH3:61])[CH2:40]1)=[O:38])([CH3:33])([CH3:35])[CH3:34]. (7) Given the reactants [C:1]1([CH3:10])[CH:6]=[CH:5][C:4]([N:7]=[C:8]=[O:9])=[CH:3][CH:2]=1.[NH2:11][C:12]1[CH:17]=[CH:16][C:15]([C:18]2[C:22]([C:23]([NH2:25])=[O:24])=[C:21]([NH:26][C:27]([NH:29][CH2:30][CH2:31][CH2:32][N:33]3[CH2:37][CH2:36][CH2:35][CH2:34]3)=[O:28])[S:20][N:19]=2)=[CH:14][CH:13]=1.C(N(C(C)C)CC)(C)C.CN(C)C=O, predict the reaction product. The product is: [CH3:10][C:1]1[CH:6]=[CH:5][C:4]([NH:7][C:8]([NH:11][C:12]2[CH:17]=[CH:16][C:15]([C:18]3[C:22]([C:23]([NH2:25])=[O:24])=[C:21]([NH:26][C:27]([NH:29][CH2:30][CH2:31][CH2:32][N:33]4[CH2:37][CH2:36][CH2:35][CH2:34]4)=[O:28])[S:20][N:19]=3)=[CH:14][CH:13]=2)=[O:9])=[CH:3][CH:2]=1.